From a dataset of Peptide-MHC class II binding affinity with 134,281 pairs from IEDB. Regression. Given a peptide amino acid sequence and an MHC pseudo amino acid sequence, predict their binding affinity value. This is MHC class II binding data. (1) The peptide sequence is VDAAFKVAATAANAAPANDK. The MHC is DRB1_1501 with pseudo-sequence DRB1_1501. The binding affinity (normalized) is 0.355. (2) The peptide sequence is NALSVLDKIYTSPLC. The MHC is DRB1_0101 with pseudo-sequence DRB1_0101. The binding affinity (normalized) is 0.585. (3) The peptide sequence is VEIALGGVMGGLWKY. The binding affinity (normalized) is 0.467. The MHC is DRB3_0301 with pseudo-sequence DRB3_0301. (4) The peptide sequence is AFKVAATAANAKPAN. The MHC is DRB1_0901 with pseudo-sequence DRB1_0901. The binding affinity (normalized) is 0.693. (5) The peptide sequence is EPGKNPKNFQTMPGT. The MHC is DRB1_0405 with pseudo-sequence DRB1_0405. The binding affinity (normalized) is 0.391. (6) The peptide sequence is VKITDKNYEHIAAYH. The MHC is HLA-DQA10101-DQB10501 with pseudo-sequence HLA-DQA10101-DQB10501. The binding affinity (normalized) is 0.108. (7) The MHC is DRB1_1201 with pseudo-sequence DRB1_1201. The peptide sequence is VSEALRIIAGTLEVH. The binding affinity (normalized) is 0.465. (8) The binding affinity (normalized) is 0.539. The peptide sequence is SRMSMAMGTMAGCGY. The MHC is DRB1_0301 with pseudo-sequence DRB1_0301.